The task is: Binary classification across 12 toxicity assays.. This data is from Tox21: 12 toxicity assays (nuclear receptors and stress response pathways). (1) The molecule is CCCCCCCCCCCCOCCOCCOCCOCCOCCOCCOCCOCCOCCO. It tested positive (active) for: SR-ARE (Antioxidant Response Element (oxidative stress)). (2) The compound is CC(C)C1=CC2=CC[C@H]3[C@](C)(C(=O)[O-])CCC[C@]3(C)[C@H]2CC1. It tested positive (active) for: NR-AhR (Aryl hydrocarbon Receptor agonist activity). (3) The drug is COc1cc(-c2ccc(N=C=O)c(OC)c2)ccc1N=C=O. It tested positive (active) for: NR-AhR (Aryl hydrocarbon Receptor agonist activity). (4) The molecule is COP(=S)(Oc1cc(Cl)c(Br)cc1Cl)c1ccccc1. It tested positive (active) for: NR-AhR (Aryl hydrocarbon Receptor agonist activity). (5) The molecule is O=[N+]([O-])c1cc([N+](=O)[O-])c2ccccc2c1. It tested positive (active) for: NR-AhR (Aryl hydrocarbon Receptor agonist activity), and SR-ARE (Antioxidant Response Element (oxidative stress)). (6) The drug is CO[C@@]12[C@H](COC(N)=O)C3=C(C(=O)C(C)=C(N)C3=O)N1C[C@@H]1N[C@@H]12. It tested positive (active) for: SR-p53 (p53 tumor suppressor activation). (7) The compound is CCN(CC)c1ccc(N)cc1. It tested positive (active) for: NR-AhR (Aryl hydrocarbon Receptor agonist activity), SR-ARE (Antioxidant Response Element (oxidative stress)), SR-HSE (Heat Shock Element response), and SR-MMP (Mitochondrial Membrane Potential disruption).